From a dataset of Reaction yield outcomes from USPTO patents with 853,638 reactions. Predict the reaction yield, written as a fraction of the theoretical maximum amount of product (1.0 means a 100% yield; for example, 0.34 means a 34% yield). The reactants are Br[C:2]1[C:3]2[CH:12]=[CH:11][CH:10]=[CH:9][C:4]=2[S:5][C:6]=1[CH:7]=[O:8].[CH3:13][C:14]1[CH:19]=[CH:18][CH:17]=[CH:16][C:15]=1B(O)O.C([O-])([O-])=O.[Cs+].[Cs+]. The catalyst is O1CCOCC1.O.C1C=CC([P]([Pd]([P](C2C=CC=CC=2)(C2C=CC=CC=2)C2C=CC=CC=2)([P](C2C=CC=CC=2)(C2C=CC=CC=2)C2C=CC=CC=2)[P](C2C=CC=CC=2)(C2C=CC=CC=2)C2C=CC=CC=2)(C2C=CC=CC=2)C2C=CC=CC=2)=CC=1. The product is [C:14]1([CH3:13])[CH:19]=[CH:18][CH:17]=[CH:16][C:15]=1[C:2]1[C:3]2[CH:12]=[CH:11][CH:10]=[CH:9][C:4]=2[S:5][C:6]=1[CH:7]=[O:8]. The yield is 1.00.